The task is: Predict the product of the given reaction.. This data is from Forward reaction prediction with 1.9M reactions from USPTO patents (1976-2016). Given the reactants [CH3:1][C:2]1[N:3]=[CH:4][O:5][C:6]=1[CH2:7][N:8]1[C:13]2[CH:14]=[C:15]([C:17]3[CH:22]=[CH:21][CH:20]=[CH:19][CH:18]=3)[S:16][C:12]=2[C:11](=[O:23])[N:10]([CH:24]2[CH2:29][CH2:28][N:27](C(OC(C)(C)C)=O)[CH2:26][CH2:25]2)[C:9]1=[O:37].[ClH:38], predict the reaction product. The product is: [ClH:38].[CH3:1][C:2]1[N:3]=[CH:4][O:5][C:6]=1[CH2:7][N:8]1[C:13]2[CH:14]=[C:15]([C:17]3[CH:18]=[CH:19][CH:20]=[CH:21][CH:22]=3)[S:16][C:12]=2[C:11](=[O:23])[N:10]([CH:24]2[CH2:29][CH2:28][NH:27][CH2:26][CH2:25]2)[C:9]1=[O:37].